From a dataset of Choline transporter screen with 302,306 compounds. Binary Classification. Given a drug SMILES string, predict its activity (active/inactive) in a high-throughput screening assay against a specified biological target. The compound is S(c1n(c2c(n1)cccc2)CC)CC(=O)NN\C=C1\C=C(OC)C(=O)C(OC)=C1. The result is 0 (inactive).